Predict the reaction yield, written as a fraction of the theoretical maximum amount of product (1.0 means a 100% yield; for example, 0.34 means a 34% yield). From a dataset of Reaction yield outcomes from USPTO patents with 853,638 reactions. The reactants are C(OC([N:8]1[CH2:13][CH2:12][N:11]([C:14]2[CH:19]=[CH:18][C:17]([C:20]([F:23])([F:22])[F:21])=[CH:16][C:15]=2[F:24])[CH2:10][CH2:9]1)=O)(C)(C)C.Cl. The catalyst is O1CCOCC1. The product is [F:24][C:15]1[CH:16]=[C:17]([C:20]([F:21])([F:22])[F:23])[CH:18]=[CH:19][C:14]=1[N:11]1[CH2:12][CH2:13][NH:8][CH2:9][CH2:10]1. The yield is 0.950.